Dataset: Full USPTO retrosynthesis dataset with 1.9M reactions from patents (1976-2016). Task: Predict the reactants needed to synthesize the given product. (1) Given the product [OH:11][CH2:10][C@H:9]([NH:8][C:6](=[O:7])[O:5][C:1]([CH3:3])([CH3:2])[CH3:4])[C:14]1[CH:15]=[CH:16][C:17]([OH:20])=[CH:18][CH:19]=1, predict the reactants needed to synthesize it. The reactants are: [C:1]([O:5][C:6]([NH:8][C@H:9]([C:14]1[CH:19]=[CH:18][C:17]([OH:20])=[CH:16][CH:15]=1)[C:10](OC)=[O:11])=[O:7])([CH3:4])([CH3:3])[CH3:2].[H-].[H-].[H-].[H-].[Al+3].[Li+]. (2) Given the product [O:29]=[C:20]1[C:21]2[C:26](=[CH:25][CH:24]=[CH:23][CH:22]=2)[C:17]([C:10]2[C:11]3[C:16](=[CH:15][CH:14]=[CH:13][CH:12]=3)[N:8]([CH2:7][C:6]([OH:5])=[O:28])[CH:9]=2)=[N:18][NH:19]1, predict the reactants needed to synthesize it. The reactants are: C([O:5][C:6](=[O:28])[CH2:7][N:8]1[C:16]2[C:11](=[CH:12][CH:13]=[CH:14][CH:15]=2)[C:10]([C:17]2[C:26]3[C:21](=[CH:22][CH:23]=[CH:24][CH:25]=3)[C:20](Cl)=[N:19][N:18]=2)=[CH:9]1)(C)(C)C.[OH-:29].[Na+].Cl. (3) Given the product [F:51][CH:4]([F:3])[C:5]([C:38]1[CH:39]=[CH:40][C:41]([C:44]2[CH:49]=[CH:48][C:47]([F:50])=[CH:46][N:45]=2)=[CH:42][CH:43]=1)([OH:37])[CH2:6][C:7]1[N:8]([C:18]([C:25]2[CH:30]=[CH:29][CH:28]=[CH:27][CH:26]=2)([C:31]2[CH:36]=[CH:35][CH:34]=[CH:33][CH:32]=2)[C:19]2[CH:20]=[CH:21][CH:22]=[CH:23][CH:24]=2)[CH:9]=[C:10]([CH2:12][C:13]([CH3:17])([CH3:16])[CH2:14][OH:15])[N:11]=1, predict the reactants needed to synthesize it. The reactants are: [BH4-].[Na+].[F:3][CH:4]([F:51])[C:5]([C:38]1[CH:43]=[CH:42][C:41]([C:44]2[CH:49]=[CH:48][C:47]([F:50])=[CH:46][N:45]=2)=[CH:40][CH:39]=1)([OH:37])[CH2:6][C:7]1[N:8]([C:18]([C:31]2[CH:36]=[CH:35][CH:34]=[CH:33][CH:32]=2)([C:25]2[CH:30]=[CH:29][CH:28]=[CH:27][CH:26]=2)[C:19]2[CH:24]=[CH:23][CH:22]=[CH:21][CH:20]=2)[CH:9]=[C:10]([CH2:12][C:13]([CH3:17])([CH3:16])[CH:14]=[O:15])[N:11]=1. (4) Given the product [Br:1][C:2]1[CH:7]=[CH:6][C:5]2[S:8][C:16]([CH3:18])=[CH:17][C:4]=2[CH:3]=1, predict the reactants needed to synthesize it. The reactants are: [Br:1][C:2]1[CH:7]=[CH:6][C:5]([SH:8])=[CH:4][CH:3]=1.C(=O)([O-])[O-].[K+].[K+].Cl[C:16]([CH2:18]Cl)=[CH2:17]. (5) Given the product [NH2:1][C:2]1[N:3]=[C:4]([Cl:15])[C:5]([CH2:9][C:10]([O:12][CH2:13][CH3:14])=[O:11])=[C:6]([NH:24][CH2:23][CH:21]2[CH2:22][C:17]([CH3:27])([CH3:16])[NH:18][C:19]([CH3:26])([CH3:25])[CH2:20]2)[N:7]=1, predict the reactants needed to synthesize it. The reactants are: [NH2:1][C:2]1[N:7]=[C:6](Cl)[C:5]([CH2:9][C:10]([O:12][CH2:13][CH3:14])=[O:11])=[C:4]([Cl:15])[N:3]=1.[CH3:16][C:17]1([CH3:27])[CH2:22][CH:21]([CH2:23][NH2:24])[CH2:20][C:19]([CH3:26])([CH3:25])[NH:18]1. (6) Given the product [C:29]1([S:26]([N:14]2[C:11]3=[N:12][CH:13]=[C:8]([NH:7][C:6]([O:5][C:1]([CH3:4])([CH3:2])[CH3:3])=[O:35])[CH:9]=[C:10]3[CH:16]=[C:15]2[C:17]([O:25][S:52]([C:49]2[CH:50]=[CH:51][C:46]([CH3:66])=[CH:47][CH:48]=2)(=[O:54])=[O:53])=[CH:18][CH:19]2[CH2:20][CH2:21][O:22][CH2:23][CH2:24]2)(=[O:27])=[O:28])[CH:34]=[CH:33][CH:32]=[CH:31][CH:30]=1, predict the reactants needed to synthesize it. The reactants are: [C:1]([O:5][C:6](=[O:35])[NH:7][C:8]1[CH:9]=[C:10]2[CH:16]=[C:15]([C:17](=[O:25])[CH2:18][CH:19]3[CH2:24][CH2:23][O:22][CH2:21][CH2:20]3)[N:14]([S:26]([C:29]3[CH:34]=[CH:33][CH:32]=[CH:31][CH:30]=3)(=[O:28])=[O:27])[C:11]2=[N:12][CH:13]=1)([CH3:4])([CH3:3])[CH3:2].C[Si]([N-][Si](C)(C)C)(C)C.[Li+].[C:46]1([CH3:66])[CH:51]=[CH:50][C:49]([S:52](O[S:52]([C:49]2[CH:50]=[CH:51][C:46]([CH3:66])=[CH:47][CH:48]=2)(=[O:54])=[O:53])(=[O:54])=[O:53])=[CH:48][CH:47]=1. (7) The reactants are: [C:1]([O:8][CH3:9])(=[O:7])[CH2:2][C:3]([O:5][CH3:6])=[O:4].[H-].[Na+].[Br:12][C:13]1[CH:18]=[CH:17][C:16](F)=[C:15]([N+:20]([O-:22])=[O:21])[CH:14]=1. Given the product [Br:12][C:13]1[CH:18]=[CH:17][C:16]([CH:2]([C:1]([O:8][CH3:9])=[O:7])[C:3]([O:5][CH3:6])=[O:4])=[C:15]([N+:20]([O-:22])=[O:21])[CH:14]=1, predict the reactants needed to synthesize it.